From a dataset of Catalyst prediction with 721,799 reactions and 888 catalyst types from USPTO. Predict which catalyst facilitates the given reaction. Reactant: [CH3:1][S:2][C:3]1[O:7][C:6]([C:8]([OH:13])([CH2:11][CH3:12])[CH2:9][CH3:10])=[N:5][N:4]=1.ClC1C=C(C=CC=1)C(OO)=O.[OH-:25].[Ca+2].[OH-:27]. Product: [CH3:1][S:2]([C:3]1[O:7][C:6]([C:8]([OH:13])([CH2:11][CH3:12])[CH2:9][CH3:10])=[N:5][N:4]=1)(=[O:27])=[O:25]. The catalyst class is: 4.